This data is from Full USPTO retrosynthesis dataset with 1.9M reactions from patents (1976-2016). The task is: Predict the reactants needed to synthesize the given product. (1) Given the product [NH3:8].[CH3:14][CH:10]1[CH2:9][NH:8][CH2:13][CH2:12][N:11]1[C:16]1[N:23]=[CH:22][CH:21]=[CH:20][C:17]=1[C:18]#[N:19], predict the reactants needed to synthesize it. The reactants are: C(OC([N:8]1[CH2:13][CH2:12][NH:11][CH:10]([CH3:14])[CH2:9]1)=O)(C)(C)C.Cl[C:16]1[N:23]=[CH:22][CH:21]=[CH:20][C:17]=1[C:18]#[N:19].C(N(CC)CC)C.C(=O)(O)[O-].[Na+]. (2) Given the product [CH2:7]([C:2]1[C:1](=[O:6])[CH2:5][CH2:4][CH:3]=1)[CH2:8][CH2:9][CH2:10][CH3:11], predict the reactants needed to synthesize it. The reactants are: [C:1]1(=[O:6])[CH2:5][CH2:4][CH2:3][CH2:2]1.[CH:7](=O)[CH2:8][CH2:9][CH2:10][CH3:11].[OH-].[Na+].Cl. (3) Given the product [CH2:4]([O:11][C:12]1[C:17]([CH2:18][N:19]2[CH2:28][CH2:27][C:26]3[C:21](=[C:22]([Cl:36])[C:23]([C:30](=[O:1])[CH2:33][CH3:34])=[CH:24][C:25]=3[Cl:29])[C:20]2=[O:37])=[C:16]([CH3:38])[CH:15]=[C:14]([CH3:39])[N:13]=1)[C:5]1[CH:6]=[CH:7][CH:8]=[CH:9][CH:10]=1, predict the reactants needed to synthesize it. The reactants are: [O:1]=[O+][O-].[CH2:4]([O:11][C:12]1[C:17]([CH2:18][N:19]2[CH2:28][CH2:27][C:26]3[C:21](=[C:22]([Cl:36])[C:23](/[C:30](=[CH:33]/[CH2:34]C)/CC)=[CH:24][C:25]=3[Cl:29])[C:20]2=[O:37])=[C:16]([CH3:38])[CH:15]=[C:14]([CH3:39])[N:13]=1)[C:5]1[CH:10]=[CH:9][CH:8]=[CH:7][CH:6]=1. (4) Given the product [Cl:1][C:2]1[C:7]([Cl:8])=[CH:6][CH:5]=[CH:4][C:3]=1[S:9]([NH:12][C:13]1[CH:18]=[CH:17][C:16]([OH:19])=[CH:15][C:14]=1[S:21]([NH2:24])(=[O:23])=[O:22])(=[O:11])=[O:10], predict the reactants needed to synthesize it. The reactants are: [Cl:1][C:2]1[C:7]([Cl:8])=[CH:6][CH:5]=[CH:4][C:3]=1[S:9]([NH:12][C:13]1[CH:18]=[CH:17][C:16]([O:19]C)=[CH:15][C:14]=1[S:21]([NH2:24])(=[O:23])=[O:22])(=[O:11])=[O:10].B(Br)(Br)Br. (5) The reactants are: I[C:2]1[S:6][CH:5]=[C:4]([P:7]([O:12][CH2:13][CH3:14])([O:9][CH2:10][CH3:11])=[O:8])[CH:3]=1.C([Sn](CCCC)(CCCC)[C:20]1[S:21][CH:22]=[CH:23][C:24]=1[P:25]([O:30][CH2:31][CH3:32])([O:27][CH2:28][CH3:29])=[O:26])CCC.[F-].[K+]. Given the product [CH2:10]([O:9][P:7]([C:4]1[CH:3]=[C:2]([C:20]2[S:21][CH:22]=[CH:23][C:24]=2[P:25]([O:30][CH2:31][CH3:32])([O:27][CH2:28][CH3:29])=[O:26])[S:6][CH:5]=1)([O:12][CH2:13][CH3:14])=[O:8])[CH3:11], predict the reactants needed to synthesize it. (6) Given the product [CH2:37]([N:39]1[C:43]([CH:44]=[CH:14][C:15]2[CH:16]=[CH:17][C:18]([C:21]([F:22])([F:23])[F:24])=[CH:19][CH:20]=2)=[C:42]([C:46]([O:48][CH2:49][CH3:50])=[O:47])[CH:41]=[N:40]1)[CH3:38], predict the reactants needed to synthesize it. The reactants are: C([Li])CCC.[Cl-].C1([P+](C2C=CC=CC=2)(C2C=CC=CC=2)[CH2:14][C:15]2[CH:20]=[CH:19][C:18]([C:21]([F:24])([F:23])[F:22])=[CH:17][CH:16]=2)C=CC=CC=1.[CH2:37]([N:39]1[C:43]([CH:44]=O)=[C:42]([C:46]([O:48][CH2:49][CH3:50])=[O:47])[CH:41]=[N:40]1)[CH3:38].Cl. (7) The reactants are: [N:1]1[C:2]([CH2:10][OH:11])=[CH:3][N:4]2[CH:9]=[CH:8][CH:7]=[CH:6][C:5]=12.[Cl:12]N1C(=O)CCC1=O. Given the product [Cl:12][C:3]1[N:4]2[CH:9]=[CH:8][CH:7]=[CH:6][C:5]2=[N:1][C:2]=1[CH2:10][OH:11], predict the reactants needed to synthesize it. (8) Given the product [CH2:34]([O:41][CH2:42][CH2:43][O:30][C:28]1[CH:29]=[C:24]([NH:23][C:21]([N:18]2[CH2:17][CH2:16][N:15]([C:13](=[O:14])[C:12]3[CH:31]=[CH:32][CH:33]=[C:10]([O:9][CH2:8][CH2:7][CH:1]4[CH2:6][CH2:5][CH2:4][CH2:3][CH2:2]4)[CH:11]=3)[CH2:20][CH2:19]2)=[O:22])[CH:25]=[N:26][CH:27]=1)[C:35]1[CH:40]=[CH:39][CH:38]=[CH:37][CH:36]=1, predict the reactants needed to synthesize it. The reactants are: [CH:1]1([CH2:7][CH2:8][O:9][C:10]2[CH:11]=[C:12]([CH:31]=[CH:32][CH:33]=2)[C:13]([N:15]2[CH2:20][CH2:19][N:18]([C:21]([NH:23][C:24]3[CH:25]=[N:26][CH:27]=[C:28]([OH:30])[CH:29]=3)=[O:22])[CH2:17][CH2:16]2)=[O:14])[CH2:6][CH2:5][CH2:4][CH2:3][CH2:2]1.[CH2:34]([O:41][CH2:42][CH2:43]O)[C:35]1[CH:40]=[CH:39][CH:38]=[CH:37][CH:36]=1.C1C=CC(P(C2C=CC=CC=2)C2C=CC=CC=2)=CC=1.CCOC(/N=N/C(OCC)=O)=O. (9) Given the product [CH2:1]([O:3][C:4]([C:6]1([C:9]2[CH:10]=[CH:11][C:12]([C:15]3[CH:16]=[CH:17][C:18]([C:21]4[S:22][C:23]([Cl:29])=[CH:24][C:25]=4[NH:38][C:43]([O:37][C@@H:35]([C:31]4[S:30][CH:34]=[CH:33][CH:32]=4)[CH3:36])=[O:47])=[CH:19][CH:20]=3)=[CH:13][CH:14]=2)[CH2:8][CH2:7]1)=[O:5])[CH3:2], predict the reactants needed to synthesize it. The reactants are: [CH2:1]([O:3][C:4]([C:6]1([C:9]2[CH:14]=[CH:13][C:12]([C:15]3[CH:20]=[CH:19][C:18]([C:21]4[S:22][C:23]([Cl:29])=[CH:24][C:25]=4C(=O)N)=[CH:17][CH:16]=3)=[CH:11][CH:10]=2)[CH2:8][CH2:7]1)=[O:5])[CH3:2].[S:30]1[CH:34]=[CH:33][CH:32]=[C:31]1[C@H:35]([OH:37])[CH3:36].[N:38]1[CH:43]=CC=CC=1.FC(F)(F)C(OI(C1C=CC=CC=1)OC(=O)C(F)(F)F)=[O:47].